Task: Predict the reaction yield, written as a fraction of the theoretical maximum amount of product (1.0 means a 100% yield; for example, 0.34 means a 34% yield).. Dataset: Reaction yield outcomes from USPTO patents with 853,638 reactions (1) The reactants are [Cl:1][C:2]1[CH:7]=[C:6]([Cl:8])[CH:5]=[CH:4][C:3]=1[N:9]1[C:17]2[CH2:16][CH2:15][N:14]([N:18]3[CH2:23][CH2:22][CH2:21][CH2:20][CH2:19]3)[C:13](=[O:24])[C:12]=2[C:11]([CH3:25])=[CH:10]1.C1C(=O)N([Br:33])C(=O)C1.O. The catalyst is CN(C=O)C. The product is [Br:33][C:10]1[N:9]([C:3]2[CH:4]=[CH:5][C:6]([Cl:8])=[CH:7][C:2]=2[Cl:1])[C:17]2[CH2:16][CH2:15][N:14]([N:18]3[CH2:19][CH2:20][CH2:21][CH2:22][CH2:23]3)[C:13](=[O:24])[C:12]=2[C:11]=1[CH3:25]. The yield is 0.400. (2) The product is [O:8]1[C:5]2=[N:6][CH:7]=[C:2]([C:23]3[S:24][C:20]([CH:18]=[O:19])=[CH:21][CH:22]=3)[CH:3]=[C:4]2[CH2:10][C@:9]21[CH2:15][N:14]1[CH2:16][CH2:17][CH:11]2[CH2:12][CH2:13]1. The yield is 0.990. The catalyst is COCCOC.O.CCO.Cl[Pd](Cl)(P(C1C=CC=CC=1)(C1C=CC=CC=1)C1C=CC=CC=1)P(C1C=CC=CC=1)(C1C=CC=CC=1)C1C=CC=CC=1. The reactants are Br[C:2]1[CH:3]=[C:4]2[CH2:10][C@@:9]3([CH2:15][N:14]4[CH2:16][CH2:17][CH:11]3[CH2:12][CH2:13]4)[O:8][C:5]2=[N:6][CH:7]=1.[CH:18]([C:20]1[S:24][C:23](B(O)O)=[CH:22][CH:21]=1)=[O:19].C([O-])([O-])=O.[Na+].[Na+].N#N. (3) The reactants are [CH3:1][C@H:2]1[NH:7][C:6](=[O:8])[CH:5]([NH:9][C:10](=[O:16])[O:11][C:12]([CH3:15])([CH3:14])[CH3:13])[CH2:4][C@H:3]1[C:17]1[CH:22]=[CH:21][CH:20]=[CH:19][C:18]=1[CH3:23].CN1C(=O)N(C)CCC1.C(O[Li])(C)(C)C.[C:39]([CH2:43]OS(C(F)(F)F)(=O)=O)([F:42])([F:41])[F:40]. The catalyst is C1COCC1. The product is [CH3:1][C@H:2]1[N:7]([CH2:43][C:39]([F:42])([F:41])[F:40])[C:6](=[O:8])[CH:5]([NH:9][C:10](=[O:16])[O:11][C:12]([CH3:15])([CH3:13])[CH3:14])[CH2:4][C@H:3]1[C:17]1[CH:22]=[CH:21][CH:20]=[CH:19][C:18]=1[CH3:23]. The yield is 0.780.